This data is from Full USPTO retrosynthesis dataset with 1.9M reactions from patents (1976-2016). The task is: Predict the reactants needed to synthesize the given product. (1) Given the product [C:30]1([O:29][C:27]([N:10]2[C:9]3[C:21]4[C:6]([CH2:7][C:8]=3[C:12]([NH:13][C:14]3[CH:19]=[CH:18][CH:17]=[C:16]([F:20])[CH:15]=3)=[N:11]2)=[CH:5][C:4]([O:3][CH3:2])=[C:23]([O:24][CH3:25])[CH:22]=4)=[O:28])[CH:35]=[CH:34][CH:33]=[CH:32][CH:31]=1, predict the reactants needed to synthesize it. The reactants are: Cl.[CH3:2][O:3][C:4]1[CH:5]=[C:6]2[C:21](=[CH:22][C:23]=1[O:24][CH3:25])[C:9]1=[N:10][NH:11][C:12]([NH:13][C:14]3[CH:19]=[CH:18][CH:17]=[C:16]([F:20])[CH:15]=3)=[C:8]1[CH2:7]2.Cl[C:27]([O:29][C:30]1[CH:35]=[CH:34][CH:33]=[CH:32][CH:31]=1)=[O:28].C(N(C(C)C)CC)(C)C. (2) Given the product [O:31]1[CH:32]=[CH:33][C:29]([NH:20][CH2:19][C@@H:17]2[O:16][C:15](=[O:34])[N:14]([C:11]3[CH:12]=[CH:13][C:8]([N:5]4[CH2:6][CH2:7][C@H:3]([NH:2][S:37]([CH3:36])(=[O:39])=[O:38])[CH2:4]4)=[C:9]([F:35])[CH:10]=3)[CH2:18]2)=[N:30]1, predict the reactants needed to synthesize it. The reactants are: Cl.[NH2:2][C@H:3]1[CH2:7][CH2:6][N:5]([C:8]2[CH:13]=[CH:12][C:11]([N:14]3[CH2:18][C@H:17]([CH2:19][N:20]([C:29]4[CH:33]=[CH:32][O:31][N:30]=4)C(OCC(Cl)(Cl)Cl)=O)[O:16][C:15]3=[O:34])=[CH:10][C:9]=2[F:35])[CH2:4]1.[CH3:36][S:37](Cl)(=[O:39])=[O:38].